Dataset: Catalyst prediction with 721,799 reactions and 888 catalyst types from USPTO. Task: Predict which catalyst facilitates the given reaction. (1) Reactant: Cl[CH2:2][C:3]([NH:5][C:6]1[CH:7]=[N:8][C:9]([O:12][C:13]2[CH:14]=[C:15]3[C:20](=[CH:21][CH:22]=2)[O:19][CH:18]([C:23]2[CH:28]=[CH:27][CH:26]=[CH:25][CH:24]=2)[CH2:17][CH2:16]3)=[CH:10][CH:11]=1)=[O:4].C(=O)([O-])[O-].[K+].[K+].[NH:35]1[CH2:40][CH2:39][O:38][CH2:37][CH2:36]1.O. Product: [N:35]1([CH2:2][C:3]([NH:5][C:6]2[CH:7]=[N:8][C:9]([O:12][C:13]3[CH:14]=[C:15]4[C:20](=[CH:21][CH:22]=3)[O:19][CH:18]([C:23]3[CH:28]=[CH:27][CH:26]=[CH:25][CH:24]=3)[CH2:17][CH2:16]4)=[CH:10][CH:11]=2)=[O:4])[CH2:40][CH2:39][O:38][CH2:37][CH2:36]1. The catalyst class is: 10. (2) Reactant: [CH:1]([C:3]1[C:4]([OH:15])=[C:5]([CH:11]=[C:12]([CH3:14])[CH:13]=1)[C:6]([O:8][CH2:9][CH3:10])=[O:7])=O.C([O-])([O-])=O.[K+].[K+].C(N(CC)CC)C.[F:29][C:30]([F:39])([F:38])/[CH:31]=[CH:32]/[C:33]([O:35][CH2:36][CH3:37])=[O:34].Cl. Product: [CH3:14][C:12]1[CH:13]=[C:3]2[C:4](=[C:5]([C:6]([O:8][CH2:9][CH3:10])=[O:7])[CH:11]=1)[O:15][CH:31]([C:30]([F:29])([F:39])[F:38])[C:32]([C:33]([O:35][CH2:36][CH3:37])=[O:34])=[CH:1]2. The catalyst class is: 16. (3) Product: [Cl:1][C:2]1[CH:3]=[C:4]([C:14]2[O:18][N:17]=[C:16]([C:19]3[CH:20]=[CH:21][CH:22]=[C:23]4[C:27]=3[NH:26][CH:25]=[C:24]4[CH2:28][CH2:29][C:30]([OH:32])=[O:31])[N:15]=2)[CH:5]=[C:6]([O:11][CH2:12][CH3:13])[C:7]=1[O:8][CH2:9][CH3:10]. Reactant: [Cl:1][C:2]1[CH:3]=[C:4]([C:14]2[O:18][N:17]=[C:16]([C:19]3[CH:20]=[CH:21][CH:22]=[C:23]4[C:27]=3[NH:26][CH:25]=[C:24]4[CH2:28][CH2:29][C:30]([O:32]C)=[O:31])[N:15]=2)[CH:5]=[C:6]([O:11][CH2:12][CH3:13])[C:7]=1[O:8][CH2:9][CH3:10].[OH-].[Na+]. The catalyst class is: 193. (4) Reactant: [O:1]=[C:2]([C:10]1[CH:15]=[CH:14][CH:13]=[CH:12][CH:11]=1)[CH2:3][CH2:4][CH2:5][C:6]([O:8][CH3:9])=[O:7].[Br:16]Br.S([O-])([O-])=O.[Na+].[Na+]. Product: [Br:16][CH:3]([C:2](=[O:1])[C:10]1[CH:11]=[CH:12][CH:13]=[CH:14][CH:15]=1)[CH2:4][CH2:5][C:6]([O:8][CH3:9])=[O:7]. The catalyst class is: 27. (5) Reactant: [OH:1][C:2]1[CH:9]=[CH:8][C:5]([CH:6]=[O:7])=[CH:4][CH:3]=1.C(=O)([O-])[O-].[Cs+].[Cs+].[CH3:16][O:17][C:18](=[O:27])[C:19]1[CH:24]=[CH:23][C:22]([CH2:25]Br)=[CH:21][CH:20]=1. Product: [CH:6]([C:5]1[CH:8]=[CH:9][C:2]([O:1][CH2:25][C:22]2[CH:23]=[CH:24][C:19]([C:18]([O:17][CH3:16])=[O:27])=[CH:20][CH:21]=2)=[CH:3][CH:4]=1)=[O:7]. The catalyst class is: 3.